This data is from Peptide-MHC class II binding affinity with 134,281 pairs from IEDB. The task is: Regression. Given a peptide amino acid sequence and an MHC pseudo amino acid sequence, predict their binding affinity value. This is MHC class II binding data. (1) The peptide sequence is ESTGGAYDTYKSIPS. The MHC is HLA-DPA10103-DPB10401 with pseudo-sequence HLA-DPA10103-DPB10401. The binding affinity (normalized) is 0.453. (2) The peptide sequence is FTVQKGSDPKKLVLD. The MHC is HLA-DQA10501-DQB10301 with pseudo-sequence HLA-DQA10501-DQB10301. The binding affinity (normalized) is 0.417. (3) The peptide sequence is DGCWYPMEIRPRKTH. The MHC is DRB1_1301 with pseudo-sequence DRB1_1301. The binding affinity (normalized) is 0.728. (4) The peptide sequence is EKKYFAATQFDPLAA. The MHC is HLA-DPA10103-DPB10601 with pseudo-sequence HLA-DPA10103-DPB10601. The binding affinity (normalized) is 0.797. (5) The peptide sequence is GPATPAAPAAGYTPA. The MHC is DRB1_1602 with pseudo-sequence DRB1_1602. The binding affinity (normalized) is 0.295. (6) The peptide sequence is ADSEITETYKEGDAV. The MHC is DRB1_0901 with pseudo-sequence DRB1_0901. The binding affinity (normalized) is 0.207. (7) The binding affinity (normalized) is 0.897. The peptide sequence is GNGVVALRNAQLVTF. The MHC is DRB1_0404 with pseudo-sequence DRB1_0404. (8) The peptide sequence is SCTMPPVSFHGSDGC. The MHC is DRB3_0301 with pseudo-sequence DRB3_0301. The binding affinity (normalized) is 0. (9) The peptide sequence is DHAHWTEAKMLLDNI. The MHC is DRB1_0405 with pseudo-sequence DRB1_0405. The binding affinity (normalized) is 0.315. (10) The peptide sequence is PVLSAFKKFPKFNRV. The MHC is HLA-DPA10201-DPB11401 with pseudo-sequence HLA-DPA10201-DPB11401. The binding affinity (normalized) is 0.638.